From a dataset of Full USPTO retrosynthesis dataset with 1.9M reactions from patents (1976-2016). Predict the reactants needed to synthesize the given product. (1) Given the product [CH3:23][N:12]([CH2:11][C:9]1[N:10]=[C:6]2[CH:5]=[CH:4][CH:3]=[C:2]([N:30]3[CH2:31][CH2:32][N:27]([CH:24]([CH3:26])[CH3:25])[CH2:28][CH2:29]3)[N:7]2[CH:8]=1)[CH:13]1[C:22]2[N:21]=[CH:20][CH:19]=[CH:18][C:17]=2[CH2:16][CH2:15][CH2:14]1, predict the reactants needed to synthesize it. The reactants are: F[C:2]1[N:7]2[CH:8]=[C:9]([CH2:11][N:12]([CH3:23])[CH:13]3[C:22]4[N:21]=[CH:20][CH:19]=[CH:18][C:17]=4[CH2:16][CH2:15][CH2:14]3)[N:10]=[C:6]2[CH:5]=[CH:4][CH:3]=1.[CH:24]([N:27]1[CH2:32][CH2:31][NH:30][CH2:29][CH2:28]1)([CH3:26])[CH3:25]. (2) Given the product [N:1]1[S:5][N:4]=[C:3]2[C:6]([S:10]([NH:13][C:14]3[CH:22]=[C:21]([Cl:23])[CH:20]=[CH:19][C:15]=3[C:16]([NH:24][CH:25]([CH2:26][OH:27])[CH2:28][C:29]3[CH:34]=[CH:33][C:32]([Cl:35])=[CH:31][CH:30]=3)=[O:17])(=[O:12])=[O:11])=[CH:7][CH:8]=[CH:9][C:2]=12, predict the reactants needed to synthesize it. The reactants are: [N:1]1[S:5][N:4]=[C:3]2[C:6]([S:10]([NH:13][C:14]3[CH:22]=[C:21]([Cl:23])[CH:20]=[CH:19][C:15]=3[C:16](O)=[O:17])(=[O:12])=[O:11])=[CH:7][CH:8]=[CH:9][C:2]=12.[NH2:24][CH:25]([CH2:28][C:29]1[CH:34]=[CH:33][C:32]([Cl:35])=[CH:31][CH:30]=1)[CH2:26][OH:27].